Task: Predict the reactants needed to synthesize the given product.. Dataset: Retrosynthesis with 50K atom-mapped reactions and 10 reaction types from USPTO (1) Given the product Fc1ccc(Oc2ccc(-c3ccn(-c4ncccn4)n3)cc2)cc1, predict the reactants needed to synthesize it. The reactants are: Clc1ncccn1.Fc1ccc(Oc2ccc(-c3cc[nH]n3)cc2)cc1. (2) The reactants are: CC(=O)n1nc(CBr)c2ccccc21.c1ccc(CCC2CCNCC2)cc1. Given the product CC(=O)n1nc(CN2CCC(CCc3ccccc3)CC2)c2ccccc21, predict the reactants needed to synthesize it. (3) Given the product CC(C)(C)OC(=O)N1CC(NC(=O)CNC(=O)c2cc(F)cc(C(F)(F)F)c2)C1, predict the reactants needed to synthesize it. The reactants are: CC(C)(C)OC(=O)N1CC(N)C1.O=C(O)CNC(=O)c1cc(F)cc(C(F)(F)F)c1. (4) Given the product C=CCNC(=O)C(O)C(Cc1ccccc1)NC(=O)c1cccnc1-n1ccc(-c2ccccc2)n1, predict the reactants needed to synthesize it. The reactants are: C=CCN.O=C(NC(Cc1ccccc1)C(O)C(=O)O)c1cccnc1-n1ccc(-c2ccccc2)n1. (5) Given the product COC(=O)c1sc(C#CC(C)(C)C)cc1NC1CCC(n2ccnn2)CC1, predict the reactants needed to synthesize it. The reactants are: COC(=O)c1sc(C#CC(C)(C)C)cc1N.O=C1CCC(n2ccnn2)CC1. (6) The reactants are: O=C(CCl)N1CCCc2ccccc21.Sc1nc2ccc(Cl)cc2s1. Given the product O=C(CSc1nc2ccc(Cl)cc2s1)N1CCCc2ccccc21, predict the reactants needed to synthesize it. (7) Given the product Nc1ncc(Cl)cc1F, predict the reactants needed to synthesize it. The reactants are: NNc1ncc(Cl)cc1F.